This data is from Cav3 T-type calcium channel HTS with 100,875 compounds. The task is: Binary Classification. Given a drug SMILES string, predict its activity (active/inactive) in a high-throughput screening assay against a specified biological target. (1) The compound is O=C1N(C2CCCC2)C(CC1)C(O)=O. The result is 0 (inactive). (2) The molecule is N1\C(CCCCC1)=C(/c1n(c2c(n1)cccc2)C)C#N. The result is 0 (inactive). (3) The compound is O=C(N)C=1C(n2[nH]c(nc2=NC1C)c1cc(OC)c(OC)c(OC)c1)c1ccncc1. The result is 0 (inactive). (4) The compound is s1c(NC(=O)c2occc2)c(c(c2ccccc2)c1)C(O)=O. The result is 0 (inactive). (5) The compound is O=C(NC1CCCC1)CN(Cc1ccccc1)C(=O)CCCC(=O)Nc1ncccc1. The result is 0 (inactive). (6) The compound is s1c(NC(=O)CSc2n(c(nn2)c2c(cccc2)C)C)c(c(c1C(=O)C)C)C(OCC)=O. The result is 0 (inactive). (7) The drug is Brc1ccc(S(=O)(=O)n2nc(nc2N(C)C)N(C)C)cc1. The result is 0 (inactive). (8) The drug is O=C(N1CCN(CC1)C\C=C\c1ccccc1)CCc1[nH]c2c(c(=O)n1)cccc2. The result is 0 (inactive).